From a dataset of Forward reaction prediction with 1.9M reactions from USPTO patents (1976-2016). Predict the product of the given reaction. (1) Given the reactants [CH3:1][C:2]1[CH:3]=[C:4]2[C:8](=[CH:9][CH:10]=1)[N:7]([CH2:11][C:12]([NH2:14])=[O:13])[C:6](=[O:15])[C:5]12SCCS1, predict the reaction product. The product is: [CH3:1][C:2]1[CH:3]=[C:4]2[C:8](=[CH:9][CH:10]=1)[N:7]([CH2:11][C:12]([NH2:14])=[O:13])[C:6](=[O:15])[CH2:5]2. (2) The product is: [CH3:23][O:24][C:25]([C:27]1[C:28]([NH:40][C:41]2[CH:46]=[CH:45][C:44]([Br:47])=[CH:43][C:42]=2[Cl:48])=[C:29]([Cl:39])[C:30]2[N:31]([C:33]([CH2:36][N:37]([C:9]([O:11][C:12]([CH3:13])([CH3:14])[CH3:15])=[O:10])[CH3:38])=[CH:34][N:35]=2)[CH:32]=1)=[O:26]. Given the reactants [C:9](O[C:9]([O:11][C:12]([CH3:15])([CH3:14])[CH3:13])=[O:10])([O:11][C:12]([CH3:15])([CH3:14])[CH3:13])=[O:10].C(N(CC)CC)C.[CH3:23][O:24][C:25]([C:27]1[C:28]([NH:40][C:41]2[CH:46]=[CH:45][C:44]([Br:47])=[CH:43][C:42]=2[Cl:48])=[C:29]([Cl:39])[C:30]2[N:31]([C:33]([CH2:36][NH:37][CH3:38])=[CH:34][N:35]=2)[CH:32]=1)=[O:26], predict the reaction product. (3) Given the reactants [C:1]([O:5][C:6](=[O:38])[CH2:7][CH:8]([NH:13][C:14]([CH:16]1[CH2:21][CH2:20][CH2:19][CH2:18][N:17]1[C:22]([N:24]1[C:37]2[CH:36]=[CH:35][CH:34]=[CH:33][C:32]=2[S:31][C:30]2[C:25]1=[CH:26][CH:27]=[CH:28][CH:29]=2)=[O:23])=[O:15])[CH:9]([OH:12])[CH2:10][F:11])([CH3:4])([CH3:3])[CH3:2].CC(OI1(OC(C)=O)(OC(C)=O)OC(=O)C2C1=CC=CC=2)=O.C(=O)([O-])O.[Na+].S([O-])([O-])(=O)=S.[Na+].[Na+], predict the reaction product. The product is: [C:1]([O:5][C:6](=[O:38])[CH2:7][CH:8]([NH:13][C:14]([CH:16]1[CH2:21][CH2:20][CH2:19][CH2:18][N:17]1[C:22]([N:24]1[C:25]2[CH:26]=[CH:27][CH:28]=[CH:29][C:30]=2[S:31][C:32]2[C:37]1=[CH:36][CH:35]=[CH:34][CH:33]=2)=[O:23])=[O:15])[C:9](=[O:12])[CH2:10][F:11])([CH3:4])([CH3:2])[CH3:3]. (4) Given the reactants [NH2:1][C:2]1[CH:3]=[C:4]([CH2:8][C:9]([OH:11])=[O:10])[CH:5]=[CH:6][CH:7]=1.Cl.[C:13]([O-])(O)=O.[Na+], predict the reaction product. The product is: [CH3:13][O:10][C:9](=[O:11])[CH2:8][C:4]1[CH:5]=[CH:6][CH:7]=[C:2]([NH2:1])[CH:3]=1.